This data is from Full USPTO retrosynthesis dataset with 1.9M reactions from patents (1976-2016). The task is: Predict the reactants needed to synthesize the given product. The reactants are: Br[C:2]1[CH:3]=[C:4]([C:9]([F:12])([F:11])[F:10])[C:5]([OH:8])=[N:6][CH:7]=1.C([Li])CCC.CCCCCC.[C:24](=[O:26])=[O:25]. Given the product [O:8]=[C:5]1[NH:6][CH:7]=[C:2]([C:24]([OH:26])=[O:25])[CH:3]=[C:4]1[C:9]([F:12])([F:11])[F:10], predict the reactants needed to synthesize it.